The task is: Predict the reaction yield, written as a fraction of the theoretical maximum amount of product (1.0 means a 100% yield; for example, 0.34 means a 34% yield).. This data is from Reaction yield outcomes from USPTO patents with 853,638 reactions. The reactants are [C:1]([C:4]1[CH:5]([C:20]2[CH:25]=[CH:24][C:23]([Cl:26])=[CH:22][CH:21]=2)[N:6]([C:11]2[CH:12]=[C:13]([Cl:19])[C:14](=[O:18])[N:15]([CH3:17])[CH:16]=2)[C:7](=[O:10])[C:8]=1O)(=O)[CH3:2].[CH3:27][NH:28][NH2:29]. The catalyst is CC(O)=O.CCOCC.C(Cl)Cl. The product is [Cl:19][C:13]1[C:14](=[O:18])[N:15]([CH3:17])[CH:16]=[C:11]([N:6]2[CH:5]([C:20]3[CH:25]=[CH:24][C:23]([Cl:26])=[CH:22][CH:21]=3)[C:4]3[C:1]([CH3:2])=[N:29][N:28]([CH3:27])[C:8]=3[C:7]2=[O:10])[CH:12]=1. The yield is 0.200.